The task is: Predict the product of the given reaction.. This data is from Forward reaction prediction with 1.9M reactions from USPTO patents (1976-2016). (1) Given the reactants [NH2:1]/[C:2](/[C@@H:5]([NH:9][C:10](=[O:16])[O:11][C:12]([CH3:15])([CH3:14])[CH3:13])[CH2:6][C:7]#[CH:8])=C\O.C(N1C=CN=C1)(N1C=CN=C1)=O, predict the reaction product. The product is: [C:12]([O:11][C:10](=[O:16])[NH:9][C@H:5]([C:2]#[N:1])[CH2:6][C:7]#[CH:8])([CH3:15])([CH3:13])[CH3:14]. (2) Given the reactants [NH2:1][CH2:2][C@@H:3]1[C@H:7]([OH:8])[CH2:6][N:5]([CH2:9][CH2:10][N:11]2[C:20]3[C:15](=[CH:16][CH:17]=[C:18]([O:21][CH3:22])[CH:19]=3)[CH:14]=[CH:13][C:12]2=[O:23])[CH2:4]1.[Cl:24][C:25]1[C:34]([CH:35]=O)=[N:33][C:32]2[NH:31][C:30](=[O:37])[CH2:29][O:28][C:27]=2[CH:26]=1.C(=O)([O-])[O-].[Na+].[Na+].C(O[BH-](OC(=O)C)OC(=O)C)(=O)C.[Na+], predict the reaction product. The product is: [ClH:24].[ClH:24].[Cl:24][C:25]1[C:34]([CH2:35][NH:1][CH2:2][C@@H:3]2[C@H:7]([OH:8])[CH2:6][N:5]([CH2:9][CH2:10][N:11]3[C:20]4[C:15](=[CH:16][CH:17]=[C:18]([O:21][CH3:22])[CH:19]=4)[CH:14]=[CH:13][C:12]3=[O:23])[CH2:4]2)=[N:33][C:32]2[NH:31][C:30](=[O:37])[CH2:29][O:28][C:27]=2[CH:26]=1. (3) Given the reactants [F:1][C:2]([F:16])([F:15])[CH2:3][O:4][C:5]1[CH:6]=[CH:7][C:8]([C:11]([O:13]C)=[O:12])=[N:9][CH:10]=1.[OH-].[Na+], predict the reaction product. The product is: [F:16][C:2]([F:1])([F:15])[CH2:3][O:4][C:5]1[CH:6]=[CH:7][C:8]([C:11]([OH:13])=[O:12])=[N:9][CH:10]=1. (4) Given the reactants C(OC(=O)[NH:7][CH2:8][CH2:9][CH2:10][N:11]([CH2:16][C:17]1[CH:22]=[CH:21][CH:20]=[C:19]([C:23]2[CH:28]=[CH:27][N:26]=[C:25](Cl)[N:24]=2)[CH:18]=1)[S:12]([CH3:15])(=[O:14])=[O:13])(C)(C)C.[NH2:31][CH2:32][CH2:33][C:34]1[CH:39]=[CH:38][C:37]([OH:40])=[CH:36][CH:35]=1, predict the reaction product. The product is: [NH2:7][CH2:8][CH2:9][CH2:10][N:11]([CH2:16][C:17]1[CH:22]=[CH:21][CH:20]=[C:19]([C:23]2[CH:28]=[CH:27][N:26]=[C:25]([NH:31][CH2:32][CH2:33][C:34]3[CH:39]=[CH:38][C:37]([OH:40])=[CH:36][CH:35]=3)[N:24]=2)[CH:18]=1)[S:12]([CH3:15])(=[O:13])=[O:14]. (5) Given the reactants [CH2:1]([C:5]1([CH2:17][CH2:18][C:19](=[O:22])[CH2:20][CH3:21])[CH2:13][C:12]2[C:7](=[CH:8][CH:9]=[C:10]([O:14][CH3:15])[CH:11]=2)[C:6]1=O)[CH2:2][CH2:3][CH3:4], predict the reaction product. The product is: [CH2:1]([C:5]12[CH2:17][CH2:18][C:19](=[O:22])[C:20]([CH3:21])=[C:6]1[C:7]1[C:12](=[CH:11][C:10]([O:14][CH3:15])=[CH:9][CH:8]=1)[CH2:13]2)[CH2:2][CH2:3][CH3:4].